This data is from Cav3 T-type calcium channel HTS with 100,875 compounds. The task is: Binary Classification. Given a drug SMILES string, predict its activity (active/inactive) in a high-throughput screening assay against a specified biological target. The molecule is S(=O)(=O)(NC(C(C)C)C(=O)Nc1ncc(cc1)C)c1c2nsnc2ccc1. The result is 0 (inactive).